The task is: Predict the product of the given reaction.. This data is from Forward reaction prediction with 1.9M reactions from USPTO patents (1976-2016). (1) Given the reactants [C:1](=[O:4])([O-:3])[O-:2].[Na+:5].[Na+].[N+:7]([O-:10])([O-:9])=[O:8].[NH4+].[Ce+4:12].[N+:13]([O-:16])([O-:15])=[O:14].[N+:17]([O-:20])([O-:19])=[O:18].[N+:21]([O-:24])([O-:23])=[O:22].[N+:25]([O-:28])([O-:27])=[O:26].[CH3:29][C:30]1[C:35]([OH:36])=[C:34]([CH3:37])[C:33]2[CH2:38][CH2:39][C@:40]([CH2:43][CH2:44]/[CH:45]=[C:46](/[CH2:48][CH2:49]/[CH:50]=[C:51](/[CH2:53][CH2:54][CH:55]=[C:56]([CH3:58])[CH3:57])\[CH3:52])\[CH3:47])([CH3:42])[O:41][C:32]=2[C:31]=1[CH3:59], predict the reaction product. The product is: [N+:7]([O-:10])([O-:9])=[O:8].[NH4+:13].[Ce+4:12].[N+:17]([O-:20])([O-:19])=[O:18].[N+:21]([O-:24])([O-:23])=[O:22].[N+:25]([O-:28])([O-:27])=[O:26].[N+:13]([O-:16])([O-:15])=[O:14].[C:1](=[O:2])([O-:4])[OH:3].[Na+:5].[CH3:29][C:30]1[C:35](=[O:36])[C:34]([CH3:37])=[C:33]([CH2:38][CH2:39][C@:40]([OH:2])([CH2:43][CH2:44]/[CH:45]=[C:46](/[CH2:48][CH2:49]/[CH:50]=[C:51](/[CH2:53][CH2:54][CH:55]=[C:56]([CH3:58])[CH3:57])\[CH3:52])\[CH3:47])[CH3:42])[C:32](=[O:41])[C:31]=1[CH3:59]. (2) Given the reactants N[C@H]([C:5](O)=[O:6])C[SeH].[Li]CCCC.[Si]([O:20][C:21]1[CH:26]=[C:25]([F:27])[CH:24]=[C:23]([Cl:28])[CH:22]=1)(C(C)(C)C)(C)C.CN(CCN(C)C)C.CN(C=O)C.Cl, predict the reaction product. The product is: [OH:20][C:21]1[CH:26]=[C:25]([F:27])[C:24]([CH:5]=[O:6])=[C:23]([Cl:28])[CH:22]=1. (3) Given the reactants [CH3:1][O:2][C:3](=[O:12])[C:4]1[CH:9]=[CH:8][C:7]([NH:10][CH3:11])=[CH:6][CH:5]=1.[Cl:13][CH2:14][C:15](Cl)=[O:16], predict the reaction product. The product is: [CH3:1][O:2][C:3](=[O:12])[C:4]1[CH:9]=[CH:8][C:7]([N:10]([C:15](=[O:16])[CH2:14][Cl:13])[CH3:11])=[CH:6][CH:5]=1. (4) Given the reactants [CH3:1][S:2](Cl)(=[O:4])=[O:3].[Br:6][C:7]1[CH:12]=[CH:11][C:10]([CH2:13][OH:14])=[CH:9][C:8]=1[Cl:15].C(N(CC)CC)C, predict the reaction product. The product is: [CH3:1][S:2]([O:14][CH2:13][C:10]1[CH:11]=[CH:12][C:7]([Br:6])=[C:8]([Cl:15])[CH:9]=1)(=[O:4])=[O:3]. (5) Given the reactants Cl.[Sn](Cl)Cl.[N+:5]([C:8]1[CH:13]=[C:12]([C:14]([F:17])([F:16])[F:15])[CH:11]=[CH:10][C:9]=1[N:18]1[CH2:23][CH2:22][CH2:21][CH2:20][C@@H:19]1[CH3:24])([O-])=O.C(=O)([O-])O.[Na+], predict the reaction product. The product is: [CH3:24][C@H:19]1[CH2:20][CH2:21][CH2:22][CH2:23][N:18]1[C:9]1[CH:10]=[CH:11][C:12]([C:14]([F:16])([F:15])[F:17])=[CH:13][C:8]=1[NH2:5].